Dataset: Full USPTO retrosynthesis dataset with 1.9M reactions from patents (1976-2016). Task: Predict the reactants needed to synthesize the given product. (1) Given the product [Si:10]([O:36][CH2:35][C:30]1[C:31]([O:33][CH3:34])=[N:32][C:27]([CH:26]([O:37][CH3:38])[O:25][CH3:24])=[CH:28][CH:29]=1)([C:6]([CH3:9])([CH3:8])[CH3:7])([C:18]1[CH:23]=[CH:22][CH:21]=[CH:20][CH:19]=1)[C:12]1[CH:17]=[CH:16][CH:15]=[CH:14][CH:13]=1, predict the reactants needed to synthesize it. The reactants are: N1C=CN=C1.[C:6]([Si:10]([C:18]1[CH:23]=[CH:22][CH:21]=[CH:20][CH:19]=1)([C:12]1[CH:17]=[CH:16][CH:15]=[CH:14][CH:13]=1)Cl)([CH3:9])([CH3:8])[CH3:7].[CH3:24][O:25][CH:26]([O:37][CH3:38])[C:27]1[N:32]=[C:31]([O:33][CH3:34])[C:30]([CH2:35][OH:36])=[CH:29][CH:28]=1.O. (2) Given the product [CH3:13][C:14]1[CH:19]=[C:18]([C:2]2[CH:7]=[C:6]([CH2:8][C:9]([O:11][CH3:12])=[O:10])[CH:5]=[CH:4][N:3]=2)[CH:17]=[CH:16][N:15]=1, predict the reactants needed to synthesize it. The reactants are: Cl[C:2]1[CH:7]=[C:6]([CH2:8][C:9]([O:11][CH3:12])=[O:10])[CH:5]=[CH:4][N:3]=1.[CH3:13][C:14]1[CH:19]=[C:18]([Sn](CCCC)(CCCC)CCCC)[CH:17]=[CH:16][N:15]=1.CN(C=O)C. (3) Given the product [NH2:1][C:4]1[C:62]([CH3:63])=[CH:61][CH:60]=[CH:59][C:5]=1[CH2:6][N:7]1[CH2:11][CH2:10][N:9]([C@@H:12]([C:54]([CH3:55])([CH3:56])[CH3:57])[C:13]([NH:15][C@@H:16]([CH2:47][C:48]2[CH:53]=[CH:52][CH:51]=[CH:50][CH:49]=2)[C@@H:17]([OH:46])[CH2:18][C@@H:19]([NH:33][C:34]([C@@H:36]([NH:41][C:42](=[O:45])[O:43][CH3:44])[C:37]([CH3:39])([CH3:38])[CH3:40])=[O:35])[CH2:20][C:21]2[CH:26]=[CH:25][C:24]([C:27]3[CH:32]=[CH:31][CH:30]=[CH:29][N:28]=3)=[CH:23][CH:22]=2)=[O:14])[C:8]1=[O:58], predict the reactants needed to synthesize it. The reactants are: [N+:1]([C:4]1[C:62]([CH3:63])=[CH:61][CH:60]=[CH:59][C:5]=1[CH2:6][N:7]1[CH2:11][CH2:10][N:9]([C@@H:12]([C:54]([CH3:57])([CH3:56])[CH3:55])[C:13]([NH:15][C@@H:16]([CH2:47][C:48]2[CH:53]=[CH:52][CH:51]=[CH:50][CH:49]=2)[C@@H:17]([OH:46])[CH2:18][C@@H:19]([NH:33][C:34]([C@@H:36]([NH:41][C:42](=[O:45])[O:43][CH3:44])[C:37]([CH3:40])([CH3:39])[CH3:38])=[O:35])[CH2:20][C:21]2[CH:26]=[CH:25][C:24]([C:27]3[CH:32]=[CH:31][CH:30]=[CH:29][N:28]=3)=[CH:23][CH:22]=2)=[O:14])[C:8]1=[O:58])([O-])=O.[H][H]. (4) Given the product [Cl-:35].[Hf+4:13].[CH:3]1([P:36]([CH:8]2[CH:7]=[CH:6][CH:10]=[CH:9]2)([C:28]([C:29]2[CH:30]=[CH:31][CH:32]=[CH:33][CH:34]=2)=[CH:27][C:21]2[CH:26]=[CH:25][CH:24]=[CH:23][CH:22]=2)([C:43]2[CH:44]=[CH:45][CH:46]=[CH:47][CH:48]=2)[C:37]2[CH:42]=[CH:41][CH:40]=[CH:39][CH:38]=2)[CH:2]=[CH:1][CH:5]=[CH:4]1.[Cl-:11].[Cl-:35].[Cl-:35], predict the reactants needed to synthesize it. The reactants are: [CH2:1]1[C-:5]=[CH:4][CH:3]=[CH:2]1.[CH2:6]1[C-:10]=[CH:9][CH:8]=[CH:7]1.[Cl-:11].[Cl-].[Hf+4:13].O=O.C([Li])CCC.[C:21]1([C:27]#[C:28][C:29]2[CH:34]=[CH:33][CH:32]=[CH:31][CH:30]=2)[CH:26]=[CH:25][CH:24]=[CH:23][CH:22]=1.[Cl:35][P:36]([C:43]1[CH:48]=[CH:47][CH:46]=[CH:45][CH:44]=1)[C:37]1[CH:42]=[CH:41][CH:40]=[CH:39][CH:38]=1.Cl. (5) The reactants are: [CH2:1]([N:8]1[CH2:14][C:13]2[CH:15]=[C:16]([C:19]([O:21]C(C)(C)C)=O)[CH:17]=[CH:18][C:12]=2[NH:11][C@H:10]([CH2:26][OH:27])[C:9]1=[O:28])[C:2]1[CH:7]=[CH:6][CH:5]=[CH:4][CH:3]=1.[CH3:29][N:30]1[C:38]2[C:33](=[CH:34][CH:35]=[CH:36][CH:37]=2)[CH:32]=[C:31]1[CH2:39][NH:40][CH3:41].CCN(CC)CC.C1C=CC2N(O)N=NC=2C=1.O.CCN=C=NCCCN(C)C.Cl. Given the product [CH2:1]([N:8]1[CH2:14][C:13]2[CH:15]=[C:16]([C:19]([N:40]([CH3:41])[CH2:39][C:31]3[N:30]([CH3:29])[C:38]4[C:33]([CH:32]=3)=[CH:34][CH:35]=[CH:36][CH:37]=4)=[O:21])[CH:17]=[CH:18][C:12]=2[NH:11][C@H:10]([CH2:26][OH:27])[C:9]1=[O:28])[C:2]1[CH:3]=[CH:4][CH:5]=[CH:6][CH:7]=1, predict the reactants needed to synthesize it. (6) Given the product [F:22][C:5]1[CH:6]=[CH:7][CH:8]=[C:9]2[C:4]=1[N:3]=[C:2]([CH3:1])[C:11]([O:12][C:13]1[C:14]([C:19]([OH:21])([CH3:23])[CH3:20])=[N:15][CH:16]=[CH:17][CH:18]=1)=[CH:10]2, predict the reactants needed to synthesize it. The reactants are: [CH3:1][C:2]1[C:11]([O:12][C:13]2[C:14]([C:19](=[O:21])[CH3:20])=[N:15][CH:16]=[CH:17][CH:18]=2)=[CH:10][C:9]2[C:4](=[C:5]([F:22])[CH:6]=[CH:7][CH:8]=2)[N:3]=1.[CH3:23][Mg]Cl.Cl.C(=O)(O)[O-].[Na+]. (7) Given the product [NH2:16][C:6]1[CH:5]=[C:4]([CH:1]([OH:3])[CH3:2])[N:9]=[C:8]([C:10]([O:12][CH3:13])=[O:11])[C:7]=1[O:14][CH3:15], predict the reactants needed to synthesize it. The reactants are: [C:1]([C:4]1[N:9]=[C:8]([C:10]([O:12][CH3:13])=[O:11])[C:7]([O:14][CH3:15])=[C:6]([NH2:16])[CH:5]=1)(=[O:3])[CH3:2].[BH4-].[Na+].C([O-])(O)=O.[Na+].